From a dataset of Reaction yield outcomes from USPTO patents with 853,638 reactions. Predict the reaction yield, written as a fraction of the theoretical maximum amount of product (1.0 means a 100% yield; for example, 0.34 means a 34% yield). (1) The reactants are [H-].[Na+].[F:3][C:4]1[CH:9]=[CH:8][C:7](/[CH:10]=[CH:11]/[C:12]([N:14]2[CH2:19][CH2:18][N:17]([CH:20]([CH3:22])[CH3:21])[CH2:16][CH2:15]2)=[O:13])=[CH:6][CH:5]=1.CO.[CH2:25](Cl)Cl. The catalyst is CS(C)=O. The product is [F:3][C:4]1[CH:9]=[CH:8][C:7]([C@@H:10]2[CH2:25][C@H:11]2[C:12]([N:14]2[CH2:15][CH2:16][N:17]([CH:20]([CH3:22])[CH3:21])[CH2:18][CH2:19]2)=[O:13])=[CH:6][CH:5]=1. The yield is 0.570. (2) The reactants are N[C:2]1[C:10]([O:11][C:12]([F:15])([F:14])[F:13])=[CH:9][C:5]([C:6]([OH:8])=[O:7])=[CH:4][C:3]=1[Br:16].C(O)C.S(=O)(=O)(O)O.N([O-])=O.[Na+]. The catalyst is O. The product is [Br:16][C:3]1[CH:4]=[C:5]([CH:9]=[C:10]([O:11][C:12]([F:13])([F:14])[F:15])[CH:2]=1)[C:6]([OH:8])=[O:7]. The yield is 0.755. (3) The reactants are [Si:1]([O:8][C:9]1[CH:14]=[CH:13][C:12]([C:15]2[N:16]=[C:17]([CH2:22][CH2:23][C:24]3[CH:29]=[CH:28][CH:27]=[CH:26][CH:25]=3)[C:18]([NH2:21])=[N:19][CH:20]=2)=[CH:11][CH:10]=1)([C:4]([CH3:7])([CH3:6])[CH3:5])([CH3:3])[CH3:2].[Si:30]([O:37][C:38]1[CH:43]=[CH:42][C:41]([CH2:44][C:45](Cl)=[O:46])=[CH:40][CH:39]=1)([C:33]([CH3:36])([CH3:35])[CH3:34])([CH3:32])[CH3:31].O. The catalyst is CN(C)C1C=CN=CC=1.N1C=CC=CC=1. The product is [Si:30]([O:37][C:38]1[CH:39]=[CH:40][C:41]([CH2:44][C:45]([NH:21][C:18]2[C:17]([CH2:22][CH2:23][C:24]3[CH:29]=[CH:28][CH:27]=[CH:26][CH:25]=3)=[N:16][C:15]([C:12]3[CH:11]=[CH:10][C:9]([O:8][Si:1]([C:4]([CH3:7])([CH3:5])[CH3:6])([CH3:2])[CH3:3])=[CH:14][CH:13]=3)=[CH:20][N:19]=2)=[O:46])=[CH:42][CH:43]=1)([C:33]([CH3:36])([CH3:35])[CH3:34])([CH3:32])[CH3:31]. The yield is 0.458. (4) The reactants are [F:1][C:2]([F:22])([F:21])[C:3]1[CH:20]=[CH:19][C:6]([CH2:7][O:8][N:9]=[C:10]([C:12]2[CH:17]=[CH:16][C:15]([OH:18])=[CH:14][CH:13]=2)[CH3:11])=[CH:5][CH:4]=1.[O:23]1[CH2:25][CH:24]1[C:26]([O:28][CH3:29])=[O:27].CN(C1C=CC=CN=1)C. No catalyst specified. The product is [OH:23][CH:24]([CH2:25][O:18][C:15]1[CH:16]=[CH:17][C:12]([C:10](=[N:9][O:8][CH2:7][C:6]2[CH:19]=[CH:20][C:3]([C:2]([F:21])([F:22])[F:1])=[CH:4][CH:5]=2)[CH3:11])=[CH:13][CH:14]=1)[C:26]([O:28][CH3:29])=[O:27]. The yield is 0.526. (5) The reactants are [H-].[Na+].[CH3:3][O:4][C:5]1[CH:12]=[CH:11][C:8]([CH2:9][OH:10])=[CH:7][CH:6]=1.C1OCCOCCOCCOCCOC1.[Cl:28][C:29]1[CH:38]=[C:37](Cl)[C:36]2[C:31](=[C:32]([Cl:42])[C:33]([O:40][CH3:41])=[CH:34][CH:35]=2)[N:30]=1. The catalyst is CN(C=O)C.O. The product is [Cl:28][C:29]1[CH:38]=[C:37]([O:10][CH2:9][C:8]2[CH:11]=[CH:12][C:5]([O:4][CH3:3])=[CH:6][CH:7]=2)[C:36]2[C:31](=[C:32]([Cl:42])[C:33]([O:40][CH3:41])=[CH:34][CH:35]=2)[N:30]=1. The yield is 0.380.